From a dataset of NCI-60 drug combinations with 297,098 pairs across 59 cell lines. Regression. Given two drug SMILES strings and cell line genomic features, predict the synergy score measuring deviation from expected non-interaction effect. (1) Drug 2: CN(CCCl)CCCl.Cl. Drug 1: C1=CC(=CC=C1CCC2=CNC3=C2C(=O)NC(=N3)N)C(=O)NC(CCC(=O)O)C(=O)O. Cell line: NCIH23. Synergy scores: CSS=12.5, Synergy_ZIP=-6.08, Synergy_Bliss=1.44, Synergy_Loewe=-8.26, Synergy_HSA=2.08. (2) Drug 1: CC1C(C(=O)NC(C(=O)N2CCCC2C(=O)N(CC(=O)N(C(C(=O)O1)C(C)C)C)C)C(C)C)NC(=O)C3=C4C(=C(C=C3)C)OC5=C(C(=O)C(=C(C5=N4)C(=O)NC6C(OC(=O)C(N(C(=O)CN(C(=O)C7CCCN7C(=O)C(NC6=O)C(C)C)C)C)C(C)C)C)N)C. Drug 2: CN(CC1=CN=C2C(=N1)C(=NC(=N2)N)N)C3=CC=C(C=C3)C(=O)NC(CCC(=O)O)C(=O)O. Cell line: OVCAR-5. Synergy scores: CSS=32.6, Synergy_ZIP=0.921, Synergy_Bliss=0.705, Synergy_Loewe=-22.1, Synergy_HSA=-0.781. (3) Drug 1: CC1=C2C(C(=O)C3(C(CC4C(C3C(C(C2(C)C)(CC1OC(=O)C(C(C5=CC=CC=C5)NC(=O)OC(C)(C)C)O)O)OC(=O)C6=CC=CC=C6)(CO4)OC(=O)C)OC)C)OC. Drug 2: CC1CCC2CC(C(=CC=CC=CC(CC(C(=O)C(C(C(=CC(C(=O)CC(OC(=O)C3CCCCN3C(=O)C(=O)C1(O2)O)C(C)CC4CCC(C(C4)OC)OCCO)C)C)O)OC)C)C)C)OC. Cell line: OVCAR3. Synergy scores: CSS=43.5, Synergy_ZIP=-4.22, Synergy_Bliss=-6.08, Synergy_Loewe=-16.0, Synergy_HSA=-1.84. (4) Drug 1: C1CN1C2=NC(=NC(=N2)N3CC3)N4CC4. Drug 2: C1CC(=O)NC(=O)C1N2CC3=C(C2=O)C=CC=C3N. Cell line: UO-31. Synergy scores: CSS=15.9, Synergy_ZIP=-6.29, Synergy_Bliss=-5.17, Synergy_Loewe=-6.87, Synergy_HSA=-7.56. (5) Drug 1: CN1C(=O)N2C=NC(=C2N=N1)C(=O)N. Drug 2: CCCCCOC(=O)NC1=NC(=O)N(C=C1F)C2C(C(C(O2)C)O)O. Cell line: A498. Synergy scores: CSS=8.15, Synergy_ZIP=-2.15, Synergy_Bliss=-0.564, Synergy_Loewe=-4.54, Synergy_HSA=-1.68. (6) Drug 1: CC1C(C(CC(O1)OC2CC(CC3=C2C(=C4C(=C3O)C(=O)C5=C(C4=O)C(=CC=C5)OC)O)(C(=O)C)O)N)O.Cl. Drug 2: CCCCC(=O)OCC(=O)C1(CC(C2=C(C1)C(=C3C(=C2O)C(=O)C4=C(C3=O)C=CC=C4OC)O)OC5CC(C(C(O5)C)O)NC(=O)C(F)(F)F)O. Cell line: DU-145. Synergy scores: CSS=6.76, Synergy_ZIP=-2.22, Synergy_Bliss=-2.23, Synergy_Loewe=-7.82, Synergy_HSA=-2.23. (7) Drug 1: CC1CCC2CC(C(=CC=CC=CC(CC(C(=O)C(C(C(=CC(C(=O)CC(OC(=O)C3CCCCN3C(=O)C(=O)C1(O2)O)C(C)CC4CCC(C(C4)OC)O)C)C)O)OC)C)C)C)OC. Drug 2: COCCOC1=C(C=C2C(=C1)C(=NC=N2)NC3=CC=CC(=C3)C#C)OCCOC.Cl. Cell line: NCI-H460. Synergy scores: CSS=10.2, Synergy_ZIP=-0.394, Synergy_Bliss=4.10, Synergy_Loewe=-0.122, Synergy_HSA=1.25. (8) Drug 1: CC1=C(C(=CC=C1)Cl)NC(=O)C2=CN=C(S2)NC3=CC(=NC(=N3)C)N4CCN(CC4)CCO. Synergy scores: CSS=62.7, Synergy_ZIP=1.20, Synergy_Bliss=1.31, Synergy_Loewe=4.05, Synergy_HSA=4.78. Cell line: SK-OV-3. Drug 2: CCC1=C2CN3C(=CC4=C(C3=O)COC(=O)C4(CC)O)C2=NC5=C1C=C(C=C5)O. (9) Drug 1: C1=CC(=CC=C1CCC2=CNC3=C2C(=O)NC(=N3)N)C(=O)NC(CCC(=O)O)C(=O)O. Drug 2: COC1=CC(=CC(=C1O)OC)C2C3C(COC3=O)C(C4=CC5=C(C=C24)OCO5)OC6C(C(C7C(O6)COC(O7)C8=CC=CS8)O)O. Cell line: T-47D. Synergy scores: CSS=35.6, Synergy_ZIP=-10.9, Synergy_Bliss=-3.26, Synergy_Loewe=-3.92, Synergy_HSA=-0.712.